From a dataset of Forward reaction prediction with 1.9M reactions from USPTO patents (1976-2016). Predict the product of the given reaction. (1) Given the reactants [Cl:1][S:2]([OH:5])(=O)=[O:3].[I:6][C:7]1[C:8]([CH3:16])=[C:9]([CH:13]=[CH:14][CH:15]=1)[C:10]([OH:12])=[O:11], predict the reaction product. The product is: [Cl:1][S:2]([C:14]1[CH:15]=[C:7]([I:6])[C:8]([CH3:16])=[C:9]([CH:13]=1)[C:10]([OH:12])=[O:11])(=[O:5])=[O:3]. (2) Given the reactants [CH3:1][O:2][C:3](=[O:12])[CH2:4][C:5]1[CH:10]=[CH:9][C:8]([OH:11])=[CH:7][CH:6]=1.[CH3:13][C:14]([CH3:18])=[CH:15][CH:16]=O.C1(B(O)O)C=CC=CC=1.C(O)(=O)C, predict the reaction product. The product is: [CH3:1][O:2][C:3](=[O:12])[CH2:4][C:5]1[CH:6]=[C:7]2[C:8](=[CH:9][CH:10]=1)[O:11][C:14]([CH3:18])([CH3:13])[CH:15]=[CH:16]2.